From a dataset of Peptide-MHC class I binding affinity with 185,985 pairs from IEDB/IMGT. Regression. Given a peptide amino acid sequence and an MHC pseudo amino acid sequence, predict their binding affinity value. This is MHC class I binding data. (1) The peptide sequence is ARYGIFLPF. The MHC is HLA-A11:01 with pseudo-sequence HLA-A11:01. The binding affinity (normalized) is 0.0847. (2) The peptide sequence is LWATLLSLTF. The MHC is HLA-A23:01 with pseudo-sequence HLA-A23:01. The binding affinity (normalized) is 0.701. (3) The peptide sequence is LPFPFLYKFLL. The MHC is HLA-A26:01 with pseudo-sequence HLA-A26:01. The binding affinity (normalized) is 0. (4) The binding affinity (normalized) is 0.519. The MHC is Mamu-A01 with pseudo-sequence Mamu-A01. The peptide sequence is LSPQQICSNFK. (5) The peptide sequence is AVVGFLLGV. The MHC is HLA-A02:01 with pseudo-sequence HLA-A02:01. The binding affinity (normalized) is 0.785. (6) The binding affinity (normalized) is 0.0924. The peptide sequence is LPRPDTRHL. The MHC is HLA-A02:06 with pseudo-sequence HLA-A02:06. (7) The peptide sequence is KRWIILGLNK. The MHC is HLA-A68:01 with pseudo-sequence HLA-A68:01. The binding affinity (normalized) is 0.0232. (8) The peptide sequence is KVIKLVKSL. The MHC is HLA-A02:02 with pseudo-sequence HLA-A02:02. The binding affinity (normalized) is 0.412.